Dataset: Full USPTO retrosynthesis dataset with 1.9M reactions from patents (1976-2016). Task: Predict the reactants needed to synthesize the given product. Given the product [CH3:1][O:2][C:3](=[O:15])[CH2:4][O:5][C:6]1[CH:11]=[CH:10][C:9]([NH:12][C:13]([O:18][CH2:17][CH2:16][OH:19])=[O:14])=[CH:8][CH:7]=1, predict the reactants needed to synthesize it. The reactants are: [CH3:1][O:2][C:3](=[O:15])[CH2:4][O:5][C:6]1[CH:11]=[CH:10][C:9]([N:12]=[C:13]=[O:14])=[CH:8][CH:7]=1.[CH2:16]([OH:19])[CH2:17][OH:18].